Dataset: Catalyst prediction with 721,799 reactions and 888 catalyst types from USPTO. Task: Predict which catalyst facilitates the given reaction. Reactant: Cl[C:2]1[N:7]=[C:6]([NH:8][CH2:9][CH2:10][CH2:11][N:12]2[CH2:17][CH2:16][O:15][CH2:14][CH2:13]2)[C:5]([C:18]#[N:19])=[CH:4][N:3]=1.[O:20]1[CH2:24][CH2:23][CH2:22][CH:21]1[CH2:25][NH:26][S:27]([C:30]1[CH:36]=[CH:35][C:33]([NH2:34])=[CH:32][CH:31]=1)(=[O:29])=[O:28].Cl. Product: [C:18]([C:5]1[C:6]([NH:8][CH2:9][CH2:10][CH2:11][N:12]2[CH2:17][CH2:16][O:15][CH2:14][CH2:13]2)=[N:7][C:2]([NH:34][C:33]2[CH:32]=[CH:31][C:30]([S:27](=[O:29])(=[O:28])[NH:26][CH2:25][CH:21]3[CH2:22][CH2:23][CH2:24][O:20]3)=[CH:36][CH:35]=2)=[N:3][CH:4]=1)#[N:19]. The catalyst class is: 868.